Dataset: Forward reaction prediction with 1.9M reactions from USPTO patents (1976-2016). Task: Predict the product of the given reaction. Given the reactants [F:1][C:2]1[CH:3]=[C:4]([C@@:9]2([CH3:27])[NH:18][C:17](=[O:19])[C:12]3([CH2:16][CH2:15][CH2:14][CH2:13]3)[N:11]([C:20]([O:22][C:23]([CH3:26])([CH3:25])[CH3:24])=[O:21])[CH2:10]2)[CH:5]=[C:6]([F:8])[CH:7]=1.[H-].[Na+].[CH2:30](Br)[CH:31]=[CH2:32], predict the reaction product. The product is: [CH2:32]([N:18]1[C:17](=[O:19])[C:12]2([CH2:16][CH2:15][CH2:14][CH2:13]2)[N:11]([C:20]([O:22][C:23]([CH3:26])([CH3:25])[CH3:24])=[O:21])[CH2:10][C@:9]1([C:4]1[CH:5]=[C:6]([F:8])[CH:7]=[C:2]([F:1])[CH:3]=1)[CH3:27])[CH:31]=[CH2:30].